This data is from Catalyst prediction with 721,799 reactions and 888 catalyst types from USPTO. The task is: Predict which catalyst facilitates the given reaction. (1) Reactant: C([Mg]Br)(C)C.[Li]CCCC.[C:11]([NH2:19])(=[O:18])[C:12]1[CH:17]=[CH:16][CH:15]=[CH:14][CH:13]=1.CN([CH:23]=[O:24])C.[NH4+].[Cl-]. Product: [CH:23]([C:13]1[CH:14]=[CH:15][CH:16]=[CH:17][C:12]=1[C:11]([NH2:19])=[O:18])=[O:24]. The catalyst class is: 1. (2) Reactant: C(OC([N:8]1[CH2:13][CH2:12][C:11]([CH2:19][C:20]#[N:21])([CH:14]2[CH2:18][CH2:17][CH2:16][CH2:15]2)[CH2:10][CH2:9]1)=O)(C)(C)C. Product: [CH:14]1([C:11]2([CH2:19][C:20]#[N:21])[CH2:10][CH2:9][NH:8][CH2:13][CH2:12]2)[CH2:15][CH2:16][CH2:17][CH2:18]1. The catalyst class is: 89. (3) Reactant: S(Cl)([Cl:3])=O.N1C=CC=CC=1.[N:11]1[CH:16]=[CH:15][CH:14]=[CH:13][C:12]=1[O:17][C:18]1[CH:23]=[CH:22][C:21]([CH2:24]O)=[CH:20][CH:19]=1.C(=O)(O)[O-].[Na+]. Product: [N:11]1[CH:16]=[CH:15][CH:14]=[CH:13][C:12]=1[O:17][C:18]1[CH:23]=[CH:22][C:21]([CH2:24][Cl:3])=[CH:20][CH:19]=1. The catalyst class is: 124. (4) Reactant: [CH3:1]CN(C(C)C)C(C)C.[Cl:10][C:11]1[C:16]([CH:17]=[O:18])=[C:15](Cl)[N:14]=[CH:13][N:12]=1.C[CH:21]([SH:25])[C:22]([O-:24])=[O:23]. The catalyst class is: 2. Product: [Cl:10][C:11]1[N:12]=[CH:13][N:14]=[C:15]([S:25][CH2:21][C:22]([O:24][CH3:1])=[O:23])[C:16]=1[CH:17]=[O:18]. (5) Product: [CH2:29]=[C:26]1[CH2:27][CH2:28][CH:23]([C:10]2[CH:11]=[CH:12][C:13]([OH:15])=[CH:14][C:9]=2[OH:8])[CH2:24][CH2:25]1. Reactant: C([Si]([O:8][C:9]1[CH:14]=[C:13]([O:15][Si](C(C)(C)C)(C)C)[CH:12]=[CH:11][C:10]=1[CH:23]1[CH2:28][CH2:27][C:26](=[CH2:29])[CH2:25][CH2:24]1)(C)C)(C)(C)C.[F-].C([N+](CCCC)(CCCC)CCCC)CCC. The catalyst class is: 7. (6) Reactant: [CH:1]1([C:7]2([CH3:27])[N:11]([CH3:12])[C:10](=[O:13])[N:9]([CH2:14][C:15]([C:17]3[CH:22]=[CH:21][CH:20]=[C:19]([N+:23]([O-])=O)[CH:18]=3)=[O:16])[C:8]2=[O:26])[CH2:6][CH2:5][CH2:4][CH2:3][CH2:2]1.[NH4+].[Cl-]. Product: [NH2:23][C:19]1[CH:18]=[C:17]([C:15](=[O:16])[CH2:14][N:9]2[C:8](=[O:26])[C:7]([CH:1]3[CH2:2][CH2:3][CH2:4][CH2:5][CH2:6]3)([CH3:27])[N:11]([CH3:12])[C:10]2=[O:13])[CH:22]=[CH:21][CH:20]=1. The catalyst class is: 314. (7) Reactant: Cl[C:2]1[CH:7]=[CH:6][C:5]([N+:8]([O-:10])=[O:9])=[CH:4][N:3]=1.[CH2:11]([NH2:18])[C:12]1[CH:17]=[CH:16][CH:15]=[CH:14][CH:13]=1.Cl. Product: [CH2:11]([NH:18][C:2]1[CH:7]=[CH:6][C:5]([N+:8]([O-:10])=[O:9])=[CH:4][N:3]=1)[C:12]1[CH:17]=[CH:16][CH:15]=[CH:14][CH:13]=1. The catalyst class is: 8.